This data is from Forward reaction prediction with 1.9M reactions from USPTO patents (1976-2016). The task is: Predict the product of the given reaction. Given the reactants [C:1]([NH:8][NH2:9])([O:3][C:4](C)(C)[CH3:5])=[O:2].CCN(C(C)C)C(C)C.C(Cl)(OCC1[C:35]2[C:30](=[CH:31][CH:32]=[CH:33][CH:34]=2)[C:29]2[C:24]1=[CH:25][CH:26]=[CH:27][CH:28]=2)=O, predict the reaction product. The product is: [CH:34]1[C:35]2[CH:5]([CH2:4][O:3][C:1]([NH:8][NH2:9])=[O:2])[C:24]3[C:29](=[CH:28][CH:27]=[CH:26][CH:25]=3)[C:30]=2[CH:31]=[CH:32][CH:33]=1.